Task: Regression. Given a peptide amino acid sequence and an MHC pseudo amino acid sequence, predict their binding affinity value. This is MHC class II binding data.. Dataset: Peptide-MHC class II binding affinity with 134,281 pairs from IEDB (1) The MHC is DRB1_1501 with pseudo-sequence DRB1_1501. The peptide sequence is NQLIYVILTILTIIG. The binding affinity (normalized) is 0.156. (2) The peptide sequence is KFWELVDEERKLHQQ. The binding affinity (normalized) is 0.223. The MHC is DRB3_0301 with pseudo-sequence DRB3_0301. (3) The peptide sequence is QVQLVESGGGVVQPG. The MHC is DRB3_0202 with pseudo-sequence DRB3_0202. The binding affinity (normalized) is 0.156. (4) The peptide sequence is DVDLFLTGTPDEYVEQV. The MHC is DRB1_0901 with pseudo-sequence DRB1_0901. The binding affinity (normalized) is 0.410. (5) The peptide sequence is VATLSEALRIIAGTL. The MHC is DRB3_0202 with pseudo-sequence DRB3_0202. The binding affinity (normalized) is 0.161. (6) The peptide sequence is QWAQDLTLPWQSGSG. The binding affinity (normalized) is 0.228. The MHC is HLA-DQA10501-DQB10302 with pseudo-sequence HLA-DQA10501-DQB10302. (7) The peptide sequence is IIFSQNMNIKLKMPL. The MHC is DRB1_1501 with pseudo-sequence DRB1_1501. The binding affinity (normalized) is 0.552. (8) The peptide sequence is TARLNSLGEAWTGGG. The MHC is DRB3_0101 with pseudo-sequence DRB3_0101. The binding affinity (normalized) is 0.0911. (9) The peptide sequence is MGQFISFMQEIPTFL. The MHC is DRB1_0901 with pseudo-sequence DRB1_0901. The binding affinity (normalized) is 0.383. (10) The peptide sequence is SLRETACLGKAYAQMWT. The MHC is DRB3_0101 with pseudo-sequence DRB3_0101. The binding affinity (normalized) is 0.166.